Dataset: Forward reaction prediction with 1.9M reactions from USPTO patents (1976-2016). Task: Predict the product of the given reaction. (1) Given the reactants C(N(S(F)(F)[F:7])CC)C.[F:10][C:11]1[CH:16]=[CH:15][C:14]([S:17]([C@@:20]2([C:32]3[CH:37]=[CH:36][C:35]([C:38](O)([C:43]([F:46])([F:45])[F:44])[C:39]([F:42])([F:41])[F:40])=[CH:34][CH:33]=3)[CH2:24][CH2:23][N:22]([C:25]([O:27][C:28]([CH3:31])([CH3:30])[CH3:29])=[O:26])[CH2:21]2)(=[O:19])=[O:18])=[CH:13][CH:12]=1, predict the reaction product. The product is: [F:10][C:11]1[CH:16]=[CH:15][C:14]([S:17]([C@@:20]2([C:32]3[CH:37]=[CH:36][C:35]([C:38]([F:7])([C:43]([F:46])([F:45])[F:44])[C:39]([F:41])([F:40])[F:42])=[CH:34][CH:33]=3)[CH2:24][CH2:23][N:22]([C:25]([O:27][C:28]([CH3:29])([CH3:30])[CH3:31])=[O:26])[CH2:21]2)(=[O:18])=[O:19])=[CH:13][CH:12]=1. (2) Given the reactants C(=O)(OC)[O:2][C:3]1[CH:8]=[C:7]([N+:9]([O-:11])=[O:10])[C:6](Br)=[CH:5][C:4]=1[CH:13]1[CH2:17][CH2:16][CH2:15][CH2:14]1.F[C:22](F)(F)[B].[K].C(=O)([O-])[O-].[Cs+].[Cs+].O1CCCC1, predict the reaction product. The product is: [CH:13]1([C:4]2[CH:5]=[C:6]([CH3:22])[C:7]([N+:9]([O-:11])=[O:10])=[CH:8][C:3]=2[OH:2])[CH2:17][CH2:16][CH2:15][CH2:14]1.